This data is from Reaction yield outcomes from USPTO patents with 853,638 reactions. The task is: Predict the reaction yield, written as a fraction of the theoretical maximum amount of product (1.0 means a 100% yield; for example, 0.34 means a 34% yield). (1) The reactants are [CH3:1][N:2]([CH3:23])[C:3]([C:5]1[CH:6]=[C:7]([O:15]CC2C=CC=CC=2)[C:8]2[N:9]([CH:11]=[C:12]([CH3:14])[N:13]=2)[CH:10]=1)=[O:4].[H][H]. The catalyst is CO.[Pd]. The product is [CH3:23][N:2]([CH3:1])[C:3]([C:5]1[CH:6]=[C:7]([OH:15])[C:8]2[N:9]([CH:11]=[C:12]([CH3:14])[N:13]=2)[CH:10]=1)=[O:4]. The yield is 0.980. (2) The reactants are [N+:1]([C:4]1[CH:9]=[C:8]([Cl:10])[CH:7]=[CH:6][C:5]=1[O:11][C:12](=O)[C:13]1[C:14](=[CH:16][CH:17]=[CH:18][CH:19]=1)[OH:15])([O-])=O.O. The catalyst is CO.[Ni].C1(C)C(C)=CC=CC=1. The product is [Cl:10][C:8]1[CH:7]=[CH:6][C:5]2[O:11][C:12]3[CH:13]=[CH:19][CH:18]=[CH:17][C:16]=3[C:14](=[O:15])[NH:1][C:4]=2[CH:9]=1. The yield is 0.400.